Predict the reactants needed to synthesize the given product. From a dataset of Full USPTO retrosynthesis dataset with 1.9M reactions from patents (1976-2016). Given the product [CH2:7]([N:9]1[C:17]2[C:12](=[CH:13][CH:14]=[CH:15][CH:16]=2)[C:11]([C:5]2[CH:6]=[C:2]([NH2:1])[NH:3][N:4]=2)=[CH:10]1)[CH3:8], predict the reactants needed to synthesize it. The reactants are: [NH2:1][C:2]1[CH:6]=[CH:5][NH:4][N:3]=1.[CH2:7]([N:9]1[C:17]2[C:12](=[CH:13][CH:14]=[CH:15][CH:16]=2)[C:11](C(=O)CC#N)=[CH:10]1)[CH3:8].